This data is from Catalyst prediction with 721,799 reactions and 888 catalyst types from USPTO. The task is: Predict which catalyst facilitates the given reaction. (1) Reactant: C(NC(C)C)(C)C.C([Li])CCC.[Cl:13][C:14]1[CH:19]=[CH:18][C:17]([F:20])=[CH:16][C:15]=1[O:21][C:22]1[CH:27]=[C:26]([Cl:28])[CH:25]=[C:24]([Br:29])[CH:23]=1.CN([CH:33]=[O:34])C. Product: [Br:29][C:24]1[CH:23]=[C:22]([CH:27]=[C:26]([Cl:28])[CH:25]=1)[O:21][C:15]1[C:14]([Cl:13])=[CH:19][CH:18]=[C:17]([F:20])[C:16]=1[CH:33]=[O:34]. The catalyst class is: 323. (2) Reactant: [Cl:1][C:2]1[CH:7]=[CH:6][C:5]([NH:8][C:9](=[O:30])[C:10]2[CH:15]=[CH:14][C:13]([CH2:16][S:17]([CH3:20])(=[O:19])=[O:18])=[C:12]([O:21][CH2:22][CH2:23][N:24]3[CH2:29][CH2:28][NH:27][CH2:26][CH2:25]3)[CH:11]=2)=[CH:4][C:3]=1[C:31]1[CH:36]=[CH:35][CH:34]=[CH:33][N:32]=1.C(N(C(C)C)C(C)C)C.[CH3:46][S:47](Cl)(=[O:49])=[O:48]. Product: [Cl:1][C:2]1[CH:7]=[CH:6][C:5]([NH:8][C:9](=[O:30])[C:10]2[CH:15]=[CH:14][C:13]([CH2:16][S:17]([CH3:20])(=[O:19])=[O:18])=[C:12]([O:21][CH2:22][CH2:23][N:24]3[CH2:29][CH2:28][N:27]([S:47]([CH3:46])(=[O:49])=[O:48])[CH2:26][CH2:25]3)[CH:11]=2)=[CH:4][C:3]=1[C:31]1[CH:36]=[CH:35][CH:34]=[CH:33][N:32]=1. The catalyst class is: 410. (3) Reactant: Cl[CH2:2][C:3]([N:5]1[CH2:9][C@H:8]([OH:10])[CH2:7][C@H:6]1[C:11]([O:13]C)=O)=[O:4].[CH2:15]([NH2:22])[C:16]1[CH:21]=[CH:20][CH:19]=[CH:18][CH:17]=1.C(N(CC)CC)C. Product: [CH2:15]([N:22]1[CH2:2][C:3](=[O:4])[N:5]2[CH2:9][C@H:8]([OH:10])[CH2:7][C@H:6]2[C:11]1=[O:13])[C:16]1[CH:21]=[CH:20][CH:19]=[CH:18][CH:17]=1. The catalyst class is: 486. (4) Reactant: C([O:3][C:4]([C:6]1[C:7]2[N:8]=[CH:9][CH:10]=[N:11][C:12]=2[C:13]([C:16]2[C:21]([F:22])=[C:20]([O:23][CH3:24])[CH:19]=[C:18]([O:25][CH3:26])[C:17]=2[F:27])=[CH:14][CH:15]=1)=O)C.[CH3:28][N:29]1[CH2:34][CH2:33][N:32]([CH2:35][C:36]2[CH:37]=[CH:38][C:39]([NH:42]C(C3C4N=CC=NC=4C(C4C(Cl)=C(OC)C=C(OC)C=4Cl)=CC=3)=O)=[N:40][CH:41]=2)[CH2:31][CH2:30]1. Product: [CH3:28][N:29]1[CH2:34][CH2:33][N:32]([CH2:35][C:36]2[CH:37]=[CH:38][C:39]([NH:42][C:4]([C:6]3[C:7]4[N:8]=[CH:9][CH:10]=[N:11][C:12]=4[C:13]([C:16]4[C:17]([F:27])=[C:18]([O:25][CH3:26])[CH:19]=[C:20]([O:23][CH3:24])[C:21]=4[F:22])=[CH:14][CH:15]=3)=[O:3])=[N:40][CH:41]=2)[CH2:31][CH2:30]1. The catalyst class is: 61. (5) Reactant: [CH3:1][C:2]1[C:6]([CH2:7][N:8]2[CH:12]=[C:11]([NH2:13])[CH:10]=[N:9]2)=[C:5]([CH3:14])[O:4][N:3]=1.[Cl:15][CH2:16][CH2:17][N:18]=[C:19]=[O:20]. Product: [Cl:15][CH2:16][CH2:17][NH:18][C:19]([NH:13][C:11]1[CH:10]=[N:9][N:8]([CH2:7][C:6]2[C:2]([CH3:1])=[N:3][O:4][C:5]=2[CH3:14])[CH:12]=1)=[O:20]. The catalyst class is: 10. (6) Reactant: [CH2:1]([O:8][C:9]1[C:13]([O:14][CH2:15][C:16]([O:18]C(C)(C)C)=[O:17])=[C:12]([C:23]([O:25][CH2:26][CH3:27])=[O:24])[N:11]([C:28]2[CH:33]=[CH:32][C:31]([O:34][CH3:35])=[CH:30][CH:29]=2)[C:10]=1[C:36]([O:38][CH2:39][CH3:40])=[O:37])[C:2]1[CH:7]=[CH:6][CH:5]=[CH:4][CH:3]=1.O1CCOCC1. Product: [CH2:1]([O:8][C:9]1[C:13]([O:14][CH2:15][C:16]([OH:18])=[O:17])=[C:12]([C:23]([O:25][CH2:26][CH3:27])=[O:24])[N:11]([C:28]2[CH:29]=[CH:30][C:31]([O:34][CH3:35])=[CH:32][CH:33]=2)[C:10]=1[C:36]([O:38][CH2:39][CH3:40])=[O:37])[C:2]1[CH:7]=[CH:6][CH:5]=[CH:4][CH:3]=1. The catalyst class is: 33. (7) Reactant: [F:1][C:2]([F:17])([F:16])[CH2:3][O:4][C:5]1[CH:6]=[N+:7]([O-])[C:8]2[CH2:9][CH2:10][CH2:11][CH2:12][C:13]=2[CH:14]=1.C(OC(=O)C)(=[O:20])C.C(=O)([O-])[O-].[K+].[K+]. Product: [F:1][C:2]([F:17])([F:16])[CH2:3][O:4][C:5]1[CH:6]=[N:7][C:8]2[CH:9]([OH:20])[CH2:10][CH2:11][CH2:12][C:13]=2[CH:14]=1. The catalyst class is: 5. (8) Reactant: [CH2:1]([O:3][C:4](=[O:13])[CH2:5][C:6]1[CH:11]=[CH:10][C:9]([SH:12])=[CH:8][CH:7]=1)[CH3:2].C(=O)([O-])[O-].[K+].[K+].Cl[CH2:21][C:22](=[O:24])[CH3:23]. Product: [CH2:1]([O:3][C:4](=[O:13])[CH2:5][C:6]1[CH:11]=[CH:10][C:9]([S:12][CH2:21][C:22](=[O:24])[CH3:23])=[CH:8][CH:7]=1)[CH3:2]. The catalyst class is: 95. (9) Reactant: O.[O:2]=[CH:3][C@@H:4]([C@@H:6]([C@H:8]([C@H:10]([CH3:12])[OH:11])[OH:9])[OH:7])[OH:5].C(S)CCS.[OH-].[Na+]. Product: [O:2]=[CH:3][C@@H:4]([C@@H:6]([C@H:8]([C@H:10]([CH3:12])[OH:11])[OH:9])[OH:7])[OH:5]. The catalyst class is: 33.